Dataset: Reaction yield outcomes from USPTO patents with 853,638 reactions. Task: Predict the reaction yield, written as a fraction of the theoretical maximum amount of product (1.0 means a 100% yield; for example, 0.34 means a 34% yield). (1) The reactants are [N+:1]([C:4]1[CH:5]=[C:6]([CH2:14]O)[CH:7]=[C:8]([C:10]([F:13])([F:12])[F:11])[CH:9]=1)([O-:3])=[O:2].C(N(CC)CC)C.C1(C)C=CC(S([Cl:32])(=O)=O)=CC=1.CCOC(C)=O. The catalyst is C(Cl)Cl. The product is [Cl:32][CH2:14][C:6]1[CH:7]=[C:8]([C:10]([F:13])([F:12])[F:11])[CH:9]=[C:4]([N+:1]([O-:3])=[O:2])[CH:5]=1. The yield is 0.550. (2) The reactants are [NH:1]1[C:9]2[C:4](=[CH:5][CH:6]=[CH:7][CH:8]=2)[C:3]2([C:13]3=[CH:14][C:15]4[O:19][CH2:18][O:17][C:16]=4[CH:20]=[C:12]3[O:11][CH2:10]2)[C:2]1=[O:21].C([O-])([O-])=O.[Cs+].[Cs+].[F:28][C:29]1[CH:36]=[CH:35][C:32]([CH2:33]Br)=[CH:31][CH:30]=1. The catalyst is C(C(C)=O)C. The product is [F:28][C:29]1[CH:36]=[CH:35][C:32]([CH2:33][N:1]2[C:9]3[C:4](=[CH:5][CH:6]=[CH:7][CH:8]=3)[C:3]3([C:13]4=[CH:14][C:15]5[O:19][CH2:18][O:17][C:16]=5[CH:20]=[C:12]4[O:11][CH2:10]3)[C:2]2=[O:21])=[CH:31][CH:30]=1. The yield is 0.500. (3) The reactants are [F:1][C:2]1[CH:7]=[CH:6][C:5]([N:8]2[C:16]3[C:11](=[CH:12][C:13]([C:17]4(O)[CH2:22][CH2:21][O:20][CH2:19][CH2:18]4)=[CH:14][CH:15]=3)[CH:10]=[N:9]2)=[CH:4][CH:3]=1.[CH3:24][O:25][C:26]([O:30][Si](C)(C)C)=[C:27]([CH3:29])[CH3:28]. The catalyst is ClCCCl.Cl[Ti](Cl)(Cl)Cl. The product is [F:1][C:2]1[CH:7]=[CH:6][C:5]([N:8]2[C:16]3[C:11](=[CH:12][C:13]([C:17]4([C:27]([CH3:29])([CH3:28])[C:26]([O:25][CH3:24])=[O:30])[CH2:22][CH2:21][O:20][CH2:19][CH2:18]4)=[CH:14][CH:15]=3)[CH:10]=[N:9]2)=[CH:4][CH:3]=1. The yield is 0.990. (4) The reactants are [CH3:1][O:2][C:3]1[CH:4]=[C:5]2[C:10](=[CH:11][C:12]=1[O:13][CH3:14])[C:9]([CH2:15][CH2:16][CH3:17])=[N:8][C:7]([OH:18])=[CH:6]2.[ClH:19].[Cl:20][CH2:21][C:22]1[C:23]([NH:34][CH3:35])=[N:24][C:25]2[C:30]([CH:31]=1)=[CH:29][C:28]([O:32][CH3:33])=[CH:27][CH:26]=2.[Li+].[OH-]. The catalyst is C1(C)C=CC=CC=1.C(Cl)Cl. The product is [ClH:20].[ClH:19].[CH3:1][O:2][C:3]1[CH:4]=[C:5]2[C:10](=[CH:11][C:12]=1[O:13][CH3:14])[C:9]([CH2:15][CH2:16][CH3:17])=[N:8][C:7]([OH:18])=[C:6]2[CH2:21][C:22]1[C:23]([NH:34][CH3:35])=[N:24][C:25]2[C:30]([CH:31]=1)=[CH:29][C:28]([O:32][CH3:33])=[CH:27][CH:26]=2. The yield is 0.0600. (5) The reactants are [Cl-].O[NH3+:3].[C:4](=[O:7])([O-])[OH:5].[Na+].CS(C)=O.[CH3:13][O:14][CH2:15][CH:16]([N:18]1[C:23](=[O:24])[C:22]([CH2:25][C:26]2[CH:31]=[CH:30][C:29]([C:32]3[C:33]([C:38]#[N:39])=[CH:34][CH:35]=[CH:36][CH:37]=3)=[CH:28][CH:27]=2)=[C:21]([CH2:40][CH2:41][CH3:42])[N:20]2[N:43]=[C:44]([CH3:46])[N:45]=[C:19]12)[CH3:17]. The catalyst is C(OCC)(=O)C. The product is [CH3:13][O:14][CH2:15][CH:16]([N:18]1[C:23](=[O:24])[C:22]([CH2:25][C:26]2[CH:31]=[CH:30][C:29]([C:32]3[CH:37]=[CH:36][CH:35]=[CH:34][C:33]=3[C:38]3[NH:3][C:4](=[O:7])[O:5][N:39]=3)=[CH:28][CH:27]=2)=[C:21]([CH2:40][CH2:41][CH3:42])[N:20]2[N:43]=[C:44]([CH3:46])[N:45]=[C:19]12)[CH3:17]. The yield is 0.550. (6) The reactants are [Cl-].[CH2:2]([N+:9]1[CH:14]=[CH:13][C:12]([CH3:15])=[CH:11][CH:10]=1)[C:3]1[CH:8]=[CH:7][CH:6]=[CH:5][CH:4]=1.[BH4-].[Na+]. The catalyst is C(O)C.O. The product is [CH2:2]([N:9]1[CH2:10][CH:11]=[C:12]([CH3:15])[CH2:13][CH2:14]1)[C:3]1[CH:8]=[CH:7][CH:6]=[CH:5][CH:4]=1. The yield is 1.00. (7) The reactants are [CH:1]1([C:7]2[S:8][CH:9]=[C:10]([C:12]3[CH:21]=[C:20]([OH:22])[C:19]4[C:14](=[C:15]([CH3:25])[C:16]([O:23][CH3:24])=[CH:17][CH:18]=4)[N:13]=3)[N:11]=2)[CH2:6][CH2:5][CH2:4][CH2:3][CH2:2]1.C(OC(C1CC(O)CC1C(=O)NC1(C(OCC)=O)CC1C=C)=O)(C)(C)C.[CH2:52]([O:54][C:55]([C:57]12[CH2:74][CH:73]1[CH:72]=[CH:71][CH2:70][CH2:69][CH2:68][CH2:67][N:66]([CH3:75])[C:65](=[O:76])[CH:64]1[CH:60]([CH2:61][CH:62](OC3C4C(=C(C)C(OC)=CC=4)N=C(C4C=CC=C(C)N=4)C=3)[CH2:63]1)[C:59](=[O:98])[NH:58]2)=[O:56])[CH3:53]. No catalyst specified. The product is [CH2:52]([O:54][C:55]([C:57]12[CH2:74][CH:73]1[CH:72]=[CH:71][CH2:70][CH2:69][CH2:68][CH2:67][N:66]([CH3:75])[C:65](=[O:76])[CH:64]1[CH:60]([CH2:61][CH:62]([O:22][C:20]3[C:19]4[C:14](=[C:15]([CH3:25])[C:16]([O:23][CH3:24])=[CH:17][CH:18]=4)[N:13]=[C:12]([C:10]4[N:11]=[C:7]([CH:1]5[CH2:2][CH2:3][CH2:4][CH2:5][CH2:6]5)[S:8][CH:9]=4)[CH:21]=3)[CH2:63]1)[C:59](=[O:98])[NH:58]2)=[O:56])[CH3:53]. The yield is 0.500. (8) The reactants are C1(P(=O)(C2C=CC=CC=2)C2C=CC=CC=2)C=CC=CC=1.FC(F)(F)S(OS(C(F)(F)F)(=O)=O)(=O)=O.C([S:43][C:44]([CH3:69])([CH3:68])[CH2:45][NH:46][C:47]([C:49]1[NH:50][C:51]2[C:56]([CH:57]=1)=[CH:55][C:54]([F:58])=[CH:53][C:52]=2[NH:59][S:60]([C:63]1[S:64][CH:65]=[CH:66][CH:67]=1)(=[O:62])=[O:61])=O)C1C=CC=CC=1.C(=O)([O-])O.[Na+]. The catalyst is ClCCl. The product is [CH3:68][C:44]1([CH3:69])[S:43][C:47]([C:49]2[NH:50][C:51]3[C:56]([CH:57]=2)=[CH:55][C:54]([F:58])=[CH:53][C:52]=3[NH:59][S:60]([C:63]2[S:64][CH:65]=[CH:66][CH:67]=2)(=[O:62])=[O:61])=[N:46][CH2:45]1. The yield is 0.130. (9) The reactants are [CH3:1][C:2]1[N:7]=[C:6]2[S:8][CH:9]=[C:10]([C:11]3[CH:16]=[CH:15][CH:14]=[CH:13][CH:12]=3)[C:5]2=[C:4]([C:17]2[CH:22]=[CH:21][C:20]([CH3:23])=[CH:19][CH:18]=2)[C:3]=1[CH:24]([CH2:29][CH2:30][CH3:31])[C:25]([O:27]C)=[O:26].[OH-].[Na+]. The catalyst is CO. The product is [CH3:1][C:2]1[N:7]=[C:6]2[S:8][CH:9]=[C:10]([C:11]3[CH:12]=[CH:13][CH:14]=[CH:15][CH:16]=3)[C:5]2=[C:4]([C:17]2[CH:22]=[CH:21][C:20]([CH3:23])=[CH:19][CH:18]=2)[C:3]=1[CH:24]([CH2:29][CH2:30][CH3:31])[C:25]([OH:27])=[O:26]. The yield is 0.200. (10) The reactants are [Br:1][C:2]1[CH:7]=[CH:6][C:5]([CH2:8][C:9]([OH:11])=O)=[CH:4][CH:3]=1.[C:12]([O:16][C:17]([N:19]1[CH2:24][CH2:23][CH:22]([NH2:25])[CH2:21][CH2:20]1)=[O:18])([CH3:15])([CH3:14])[CH3:13].CN1CCOCC1.ON1C2C=CC=CC=2N=N1.CCN=C=NCCCN(C)C.Cl. The catalyst is C(Cl)Cl.CO.CN(C=O)C. The product is [C:12]([O:16][C:17]([N:19]1[CH2:24][CH2:23][CH:22]([NH:25][C:9](=[O:11])[CH2:8][C:5]2[CH:4]=[CH:3][C:2]([Br:1])=[CH:7][CH:6]=2)[CH2:21][CH2:20]1)=[O:18])([CH3:15])([CH3:13])[CH3:14]. The yield is 0.969.